Task: Regression. Given two drug SMILES strings and cell line genomic features, predict the synergy score measuring deviation from expected non-interaction effect.. Dataset: NCI-60 drug combinations with 297,098 pairs across 59 cell lines (1) Drug 1: CC(C1=C(C=CC(=C1Cl)F)Cl)OC2=C(N=CC(=C2)C3=CN(N=C3)C4CCNCC4)N. Drug 2: CC1C(C(CC(O1)OC2CC(CC3=C2C(=C4C(=C3O)C(=O)C5=C(C4=O)C(=CC=C5)OC)O)(C(=O)C)O)N)O.Cl. Cell line: DU-145. Synergy scores: CSS=20.7, Synergy_ZIP=22.1, Synergy_Bliss=24.9, Synergy_Loewe=17.0, Synergy_HSA=23.0. (2) Drug 1: C1CN1C2=NC(=NC(=N2)N3CC3)N4CC4. Drug 2: CC(C)CN1C=NC2=C1C3=CC=CC=C3N=C2N. Cell line: EKVX. Synergy scores: CSS=12.3, Synergy_ZIP=-0.585, Synergy_Bliss=2.41, Synergy_Loewe=2.61, Synergy_HSA=2.98. (3) Drug 1: CC12CCC(CC1=CCC3C2CCC4(C3CC=C4C5=CN=CC=C5)C)O. Drug 2: C1=CN(C(=O)N=C1N)C2C(C(C(O2)CO)O)O.Cl. Cell line: SF-295. Synergy scores: CSS=6.87, Synergy_ZIP=-4.94, Synergy_Bliss=-4.36, Synergy_Loewe=-3.03, Synergy_HSA=-1.90.